The task is: Predict the reactants needed to synthesize the given product.. This data is from Full USPTO retrosynthesis dataset with 1.9M reactions from patents (1976-2016). (1) Given the product [Cl:1][C:2]1[C:3]([C:9]2[N:35]([CH3:34])[C:36]3[CH:41]=[CH:40][CH:39]=[CH:38][C:37]=3[N:42]=2)=[N:4][C:5]([Cl:8])=[CH:6][CH:7]=1, predict the reactants needed to synthesize it. The reactants are: [Cl:1][C:2]1[C:3]([C:9](O)=O)=[N:4][C:5]([Cl:8])=[CH:6][CH:7]=1.P(OC1C=CC=CC=1)(OC1C=CC=CC=1)OC1C=CC=CC=1.[CH3:34][NH:35][C:36]1[CH:41]=[CH:40][CH:39]=[CH:38][C:37]=1[NH2:42]. (2) Given the product [OH:1][CH2:2][C:3]1[S:7][C:6]([C:8]([O:10][CH3:13])=[O:9])=[CH:5][CH:4]=1, predict the reactants needed to synthesize it. The reactants are: [OH:1][CH2:2][C:3]1[S:7][C:6]([C:8]([OH:10])=[O:9])=[CH:5][CH:4]=1.CO.[C:13](=O)([O-])[O-].[Na+].[Na+]. (3) Given the product [CH3:1][N:2]1[CH2:3][CH2:4][N:5]([CH2:8][C:9]2[CH:10]=[CH:11][C:12]([C:13]([NH:36][CH2:37][CH2:38][C:39]3[CH:40]=[CH:41][C:42]([O:45][C:46](=[O:55])[N:47]([CH3:54])[C:48]4[CH:49]=[CH:50][CH:51]=[CH:52][CH:53]=4)=[CH:43][CH:44]=3)=[O:15])=[CH:16][CH:17]=2)[CH2:6][CH2:7]1.[ClH:64], predict the reactants needed to synthesize it. The reactants are: [CH3:1][N:2]1[CH2:7][CH2:6][N:5]([CH2:8][C:9]2[CH:17]=[CH:16][C:12]([C:13]([OH:15])=O)=[CH:11][CH:10]=2)[CH2:4][CH2:3]1.CCN=C=NCCCN(C)C.C(N(CC)CC)C.[NH2:36][CH2:37][CH2:38][C:39]1[CH:44]=[CH:43][C:42]([O:45][C:46](=[O:55])[N:47]([CH3:54])[C:48]2[CH:53]=[CH:52][CH:51]=[CH:50][CH:49]=2)=[CH:41][CH:40]=1.C(O)(C(F)(F)F)=O.C(Cl)[Cl:64]. (4) Given the product [Cl:3][C:7]1[N:12]([CH3:13])[C:11](=[O:14])[CH:10]=[C:9]([C:15]2[CH:20]=[CH:19][N:18]=[CH:17][N:16]=2)[N:8]=1, predict the reactants needed to synthesize it. The reactants are: P(Cl)(Cl)([Cl:3])=O.S[C:7]1[N:12]([CH3:13])[C:11](=[O:14])[CH:10]=[C:9]([C:15]2[CH:20]=[CH:19][N:18]=[CH:17][N:16]=2)[N:8]=1.C([O-])([O-])=O.[K+].[K+]. (5) Given the product [F:35][C:32]([F:33])([F:34])[C:30]1[CH:31]=[C:26]([S:23]([NH:22][C:19]2[CH:18]=[CH:17][C:16]([C:13]3[C:12]4[C:7](=[CH:8][CH:9]=[C:10]([F:40])[CH:11]=4)[CH:6]=[C:5]([CH2:4][C:3]([OH:41])=[O:2])[C:14]=3[CH3:15])=[CH:21][CH:20]=2)(=[O:25])=[O:24])[CH:27]=[C:28]([C:36]([F:38])([F:39])[F:37])[CH:29]=1, predict the reactants needed to synthesize it. The reactants are: C[O:2][C:3](=[O:41])[CH2:4][C:5]1[C:14]([CH3:15])=[C:13]([C:16]2[CH:21]=[CH:20][C:19]([NH:22][S:23]([C:26]3[CH:31]=[C:30]([C:32]([F:35])([F:34])[F:33])[CH:29]=[C:28]([C:36]([F:39])([F:38])[F:37])[CH:27]=3)(=[O:25])=[O:24])=[CH:18][CH:17]=2)[C:12]2[C:7](=[CH:8][CH:9]=[C:10]([F:40])[CH:11]=2)[CH:6]=1.[OH-].[Na+].